Dataset: Experimental lipophilicity measurements (octanol/water distribution) for 4,200 compounds from AstraZeneca. Task: Regression/Classification. Given a drug SMILES string, predict its absorption, distribution, metabolism, or excretion properties. Task type varies by dataset: regression for continuous measurements (e.g., permeability, clearance, half-life) or binary classification for categorical outcomes (e.g., BBB penetration, CYP inhibition). For this dataset (lipophilicity_astrazeneca), we predict Y. (1) The molecule is CC(C)CNc1nc(C#N)nc(N2CCNCC2)c1N. The Y is 0.700 logD. (2) The compound is CCN(C(=O)Cc1ccc(S(C)(=O)=O)cc1)C1CCN(CC[C@H](c2ccc(S(C)(=O)=O)cc2)c2cccc(F)c2)CC1. The Y is 2.90 logD. (3) The molecule is Cc1c(Cl)ccc(OC2CCN(C3CCN(C(=O)NS(=O)(=O)c4ccc(N(C)C)cc4)CC3)CC2)c1Cl. The Y is 2.00 logD. (4) The drug is CC(C)Cn1c(=O)n(C)c(=O)c2c(C(=O)N3C[C@H](O)CO3)c(Cc3ccccc3C(F)(F)F)sc21. The Y is 3.15 logD. (5) The compound is Cc1cc(S(=O)(=O)Nc2nc(Nc3ccc(Cl)cc3)n[nH]2)c(S)cc1Cl. The Y is 2.09 logD.